From a dataset of Forward reaction prediction with 1.9M reactions from USPTO patents (1976-2016). Predict the product of the given reaction. (1) Given the reactants [NH:1]1[C:9]2[C:4](=[CH:5][CH:6]=[CH:7][C:8]=2[CH2:10][OH:11])[CH:3]=[N:2]1.[OH-].[K+].[I:14]I, predict the reaction product. The product is: [I:14][C:3]1[C:4]2[C:9](=[C:8]([CH2:10][OH:11])[CH:7]=[CH:6][CH:5]=2)[NH:1][N:2]=1. (2) Given the reactants [CH3:1][CH:2]([CH3:27])[CH2:3][NH:4][C:5]([CH:7]1[CH2:12][CH2:11][N:10]([CH:13]2[CH2:19][CH2:18][CH2:17][N:16](C(OC(C)(C)C)=O)[CH2:15][CH2:14]2)[CH2:9][CH2:8]1)=[O:6].[C:28]([OH:34])([C:30]([F:33])([F:32])[F:31])=[O:29], predict the reaction product. The product is: [OH:34][C:28]([C:30]([F:33])([F:32])[F:31])=[O:29].[NH:16]1[CH2:17][CH2:18][CH2:19][CH:13]([N:10]2[CH2:11][CH2:12][CH:7]([C:5]([NH:4][CH2:3][CH:2]([CH3:27])[CH3:1])=[O:6])[CH2:8][CH2:9]2)[CH2:14][CH2:15]1. (3) Given the reactants C1(P(C2C=CC=CC=2)C2C=CC=CC=2)C=CC=CC=1.BrN1C(=O)CCC1=O.[Cl:28][C:29]1[CH:37]=[C:36]2[C:32]([C:33]([C:41]([OH:43])=O)=[CH:34][N:35]2[CH:38]([CH3:40])[CH3:39])=[CH:31][CH:30]=1.[CH3:44][C:45]1[S:49][C:48]([NH2:50])=[N:47][CH:46]=1.Cl, predict the reaction product. The product is: [CH3:44][C:45]1[S:49][C:48]([NH:50][C:41]([C:33]2[C:32]3[C:36](=[CH:37][C:29]([Cl:28])=[CH:30][CH:31]=3)[N:35]([CH:38]([CH3:39])[CH3:40])[CH:34]=2)=[O:43])=[N:47][CH:46]=1.